From a dataset of Reaction yield outcomes from USPTO patents with 853,638 reactions. Predict the reaction yield, written as a fraction of the theoretical maximum amount of product (1.0 means a 100% yield; for example, 0.34 means a 34% yield). (1) The reactants are [CH3:1][O:2][C:3](=[O:11])[C:4]1[CH:9]=[CH:8][CH:7]=[CH:6][C:5]=1[OH:10].F[C:13]1[CH:18]=[CH:17][C:16]([F:19])=[CH:15][C:14]=1[N+:20]([O-:22])=[O:21].[CH3:23][O:24][C:25](=[O:41])[C:26]1[CH:31]=[CH:30][CH:29]=[CH:28][C:27]=1[O:32][C:33]1[CH:38]=[CH:37][C:36]([F:39])=[CH:35][C:34]=1[NH2:40].[NH2:42][C:43]1[S:44][CH:45]=[CH:46][N:47]=1. No catalyst specified. The product is [CH3:1][O:2][C:3](=[O:11])[C:4]1[CH:9]=[CH:8][CH:7]=[CH:6][C:5]=1[O:10][C:13]1[CH:18]=[CH:17][C:16]([F:19])=[CH:15][C:14]=1[N+:20]([O-:22])=[O:21].[CH3:23][O:24][C:25](=[O:41])[C:26]1[CH:31]=[CH:30][CH:29]=[CH:28][C:27]=1[O:32][C:33]1[CH:38]=[CH:37][C:36]([F:39])=[CH:35][C:34]=1[NH:40][C:3]([NH:42][C:43]1[S:44][CH:45]=[CH:46][N:47]=1)=[O:11]. The yield is 0.550. (2) The product is [CH2:16]([CH:18]([CH2:22][CH2:23][CH2:24][CH3:25])[C:19]([O-:21])=[O:20])[CH3:17].[Zn+2:27].[CH2:60]([CH:59]([CH2:58][CH2:57][CH2:56][CH3:55])[C:64]([O-:66])=[O:65])[CH3:61]. The reactants are C[O-].[Na+].C(O)(=O)CCCCCC(C)(C)C.[CH2:16]([CH:18]([CH2:22][CH2:23][CH2:24][CH3:25])[C:19]([OH:21])=[O:20])[CH3:17].[Cl-].[Zn+2:27].[Cl-].C([O-])(=O)CCCCCC(C)(C)C.[Zn+2].C([O-])(=O)CCCCCC(C)(C)C.C1C=C2[C:57]([CH:58]=[C:59]([C:64]([O-:66])=[O:65])[CH:60]=[CH:61]2)=[CH:56][CH:55]=1.C1C=C2[C:57]([CH:58]=[C:59]([C:64]([O-:66])=[O:65])[CH:60]=[CH:61]2)=[CH:56][CH:55]=1.[Zn+2]. The catalyst is C1(C)C=CC=CC=1.CO. The yield is 1.00. (3) The reactants are [Cl-].O[NH3+].[C:4](=[O:7])([O-])[OH:5].[Na+].[F:9][C:10]1[CH:11]=[C:12]([C:45]2[C:46]([C:51]#[N:52])=[CH:47][CH:48]=[CH:49][CH:50]=2)[CH:13]=[C:14]([F:44])[C:15]=1[CH2:16][N:17]1[C:22]2[S:23][C:24]([CH2:26][C:27]([F:30])([F:29])[F:28])=[CH:25][C:21]=2[C:20](=[O:31])[N:19]([CH2:32][C:33]([C:35]2[CH:40]=[CH:39][CH:38]=[CH:37][C:36]=2[O:41][CH3:42])=[O:34])[C:18]1=[O:43].[N:53]12CCCN=C1CCCCC2. The catalyst is C(Cl)(Cl)Cl.C(Cl)Cl.CS(C)=O. The product is [F:9][C:10]1[CH:11]=[C:12]([C:45]2[CH:50]=[CH:49][CH:48]=[CH:47][C:46]=2[C:51]2[NH:53][C:4](=[O:7])[O:5][N:52]=2)[CH:13]=[C:14]([F:44])[C:15]=1[CH2:16][N:17]1[C:22]2[S:23][C:24]([CH2:26][C:27]([F:30])([F:29])[F:28])=[CH:25][C:21]=2[C:20](=[O:31])[N:19]([CH2:32][C:33]([C:35]2[CH:40]=[CH:39][CH:38]=[CH:37][C:36]=2[O:41][CH3:42])=[O:34])[C:18]1=[O:43]. The yield is 0.430.